This data is from NCI-60 drug combinations with 297,098 pairs across 59 cell lines. The task is: Regression. Given two drug SMILES strings and cell line genomic features, predict the synergy score measuring deviation from expected non-interaction effect. Drug 1: C1C(C(OC1N2C=NC3=C(N=C(N=C32)Cl)N)CO)O. Drug 2: CC1CCCC2(C(O2)CC(NC(=O)CC(C(C(=O)C(C1O)C)(C)C)O)C(=CC3=CSC(=N3)C)C)C. Cell line: 786-0. Synergy scores: CSS=35.5, Synergy_ZIP=-2.23, Synergy_Bliss=-3.95, Synergy_Loewe=-14.6, Synergy_HSA=-3.04.